From a dataset of Full USPTO retrosynthesis dataset with 1.9M reactions from patents (1976-2016). Predict the reactants needed to synthesize the given product. (1) Given the product [O-2:3].[O-2:8].[O-2:12].[Al+3:5].[Al+3:5].[OH-:3].[Al+3:5].[OH-:3].[OH-:3], predict the reactants needed to synthesize it. The reactants are: CC(C)[O-:3].[Al+3:5].CC(C)[O-:8].CC(C)[O-:12]. (2) The reactants are: Cl.[NH2:2][C:3]1[C:4]([C:8]([O:10][CH3:11])=[O:9])=[CH:5][S:6][CH:7]=1.[C:12](Cl)(Cl)=[S:13].C(=O)(O)[O-].[Na+]. Given the product [N:2]([C:3]1[C:4]([C:8]([O:10][CH3:11])=[O:9])=[CH:5][S:6][CH:7]=1)=[C:12]=[S:13], predict the reactants needed to synthesize it. (3) Given the product [Cl:19][C:14]1[CH:15]=[CH:16][CH:17]=[CH:18][C:13]=1[S:10]([C@H:8]1[CH2:7][N:6]([C:20]2[N:21]([C:26]3[CH:31]=[CH:30][N:29]=[C:28]([Cl:32])[CH:27]=3)[N:22]=[C:23]([CH3:25])[CH:24]=2)[C@H:5]([C:3]([OH:4])=[O:2])[CH2:9]1)(=[O:11])=[O:12], predict the reactants needed to synthesize it. The reactants are: C[O:2][C:3]([C@@H:5]1[CH2:9][C@@H:8]([S:10]([C:13]2[CH:18]=[CH:17][CH:16]=[CH:15][C:14]=2[Cl:19])(=[O:12])=[O:11])[CH2:7][N:6]1[C:20]1[N:21]([C:26]2[CH:31]=[CH:30][N:29]=[C:28]([Cl:32])[CH:27]=2)[N:22]=[C:23]([CH3:25])[CH:24]=1)=[O:4].[OH-].[Li+].